From a dataset of Reaction yield outcomes from USPTO patents with 853,638 reactions. Predict the reaction yield, written as a fraction of the theoretical maximum amount of product (1.0 means a 100% yield; for example, 0.34 means a 34% yield). The reactants are FC(F)(F)C(O)=O.[CH:8]([N:11]1[C:15]([C:16]2[N:25]=[C:24]3[N:18]([CH2:19][CH2:20][O:21][C:22]4[CH:29]=[C:28]([CH:30]5[CH2:35][CH2:34][NH:33][CH2:32][CH2:31]5)[CH:27]=[CH:26][C:23]=43)[CH:17]=2)=[N:14][CH:13]=[N:12]1)([CH3:10])[CH3:9].[OH:36][C:37]([CH3:42])([CH3:41])[C:38](O)=[O:39].CCN=C=NCCCN(C)C.C1C=CC2N(O)N=NC=2C=1.CCN(C(C)C)C(C)C.C(=O)(O)[O-].[Na+]. No catalyst specified. The product is [OH:36][C:37]([CH3:42])([CH3:41])[C:38]([N:33]1[CH2:34][CH2:35][CH:30]([C:28]2[CH:27]=[CH:26][C:23]3[C:24]4[N:18]([CH:17]=[C:16]([C:15]5[N:11]([CH:8]([CH3:10])[CH3:9])[N:12]=[CH:13][N:14]=5)[N:25]=4)[CH2:19][CH2:20][O:21][C:22]=3[CH:29]=2)[CH2:31][CH2:32]1)=[O:39]. The yield is 0.430.